Dataset: Aqueous solubility values for 9,982 compounds from the AqSolDB database. Task: Regression/Classification. Given a drug SMILES string, predict its absorption, distribution, metabolism, or excretion properties. Task type varies by dataset: regression for continuous measurements (e.g., permeability, clearance, half-life) or binary classification for categorical outcomes (e.g., BBB penetration, CYP inhibition). For this dataset (solubility_aqsoldb), we predict Y. (1) The compound is O=[Te]=O. The Y is -3.72 log mol/L. (2) The compound is C[C@H]1CCC2(O)C(C)(C)C3CC[C@@]2(C)C1C3. The Y is -3.73 log mol/L. (3) The compound is Cc1cc(C)c(C(=O)P(=O)(c2ccccc2)c2ccccc2)c(C)c1. The Y is -5.01 log mol/L. (4) The molecule is O=C([O-])[O-].O=C([O-])[O-].O=C([O-])[O-].[Nd+3].[Nd+3]. The Y is -5.11 log mol/L. (5) The drug is Clc1ccc(-c2c(Cl)cc(Cl)c(Cl)c2Cl)c(Cl)c1Cl. The Y is -8.26 log mol/L.